This data is from Aqueous solubility values for 9,982 compounds from the AqSolDB database. The task is: Regression/Classification. Given a drug SMILES string, predict its absorption, distribution, metabolism, or excretion properties. Task type varies by dataset: regression for continuous measurements (e.g., permeability, clearance, half-life) or binary classification for categorical outcomes (e.g., BBB penetration, CYP inhibition). For this dataset (solubility_aqsoldb), we predict Y. (1) The molecule is O=P([O-])([O-])[O-].O=P([O-])([O-])[O-].O=P([O-])([O-])[O-].O=P([O-])([O-])[O-].O=P([O-])([O-])[O-].[O-2].[O-2].[O-2].[O-2].[O-2].[OH-].[OH-].[OH-].[OH-].[OH-].[V].[V].[V].[V].[V].[V]. The Y is -1.35 log mol/L. (2) The drug is CSCC[C@@H](NC(C)=O)C(=O)[O-]. The Y is -0.322 log mol/L. (3) The molecule is CC1=NN(c2ccc(S(=O)(=O)CCOS(=O)(=O)[O-])cc2)C(O)C1N=Nc1ccc2c(S(=O)(=O)[O-])cccc2c1S(=O)(=O)O.[K+].[Na+]. The Y is -0.393 log mol/L.